From a dataset of NCI-60 drug combinations with 297,098 pairs across 59 cell lines. Regression. Given two drug SMILES strings and cell line genomic features, predict the synergy score measuring deviation from expected non-interaction effect. (1) Drug 1: C1CCC(C1)C(CC#N)N2C=C(C=N2)C3=C4C=CNC4=NC=N3. Drug 2: CC1CCC2CC(C(=CC=CC=CC(CC(C(=O)C(C(C(=CC(C(=O)CC(OC(=O)C3CCCCN3C(=O)C(=O)C1(O2)O)C(C)CC4CCC(C(C4)OC)OCCO)C)C)O)OC)C)C)C)OC. Cell line: NCI-H322M. Synergy scores: CSS=3.85, Synergy_ZIP=-4.38, Synergy_Bliss=-2.42, Synergy_Loewe=-11.8, Synergy_HSA=-3.17. (2) Drug 1: C1CC(=O)NC(=O)C1N2CC3=C(C2=O)C=CC=C3N. Drug 2: C1CCC(CC1)NC(=O)N(CCCl)N=O. Cell line: ACHN. Synergy scores: CSS=11.3, Synergy_ZIP=-5.96, Synergy_Bliss=-4.20, Synergy_Loewe=-7.49, Synergy_HSA=-3.01. (3) Drug 1: CS(=O)(=O)C1=CC(=C(C=C1)C(=O)NC2=CC(=C(C=C2)Cl)C3=CC=CC=N3)Cl. Drug 2: CC1CCC2CC(C(=CC=CC=CC(CC(C(=O)C(C(C(=CC(C(=O)CC(OC(=O)C3CCCCN3C(=O)C(=O)C1(O2)O)C(C)CC4CCC(C(C4)OC)OCCO)C)C)O)OC)C)C)C)OC. Cell line: SNB-75. Synergy scores: CSS=7.75, Synergy_ZIP=-2.89, Synergy_Bliss=-0.496, Synergy_Loewe=-8.97, Synergy_HSA=-2.42. (4) Drug 1: CC(C)(C#N)C1=CC(=CC(=C1)CN2C=NC=N2)C(C)(C)C#N. Drug 2: B(C(CC(C)C)NC(=O)C(CC1=CC=CC=C1)NC(=O)C2=NC=CN=C2)(O)O. Cell line: CAKI-1. Synergy scores: CSS=6.01, Synergy_ZIP=6.65, Synergy_Bliss=6.55, Synergy_Loewe=-20.3, Synergy_HSA=-2.82.